Dataset: Catalyst prediction with 721,799 reactions and 888 catalyst types from USPTO. Task: Predict which catalyst facilitates the given reaction. Reactant: [C:1]([O:5][C:6]([NH:8][CH:9]1[CH2:14][CH2:13][CH:12]([NH:15][C:16]2[CH:17]=[C:18]([CH:31]=[C:32]([C:35]([O:37][CH3:38])=[O:36])[C:33]=2[CH3:34])[O:19][CH:20]2[CH2:23][N:22]([C:24]([O:26][C:27]([CH3:30])([CH3:29])[CH3:28])=[O:25])[CH2:21]2)[CH2:11][CH2:10]1)=[O:7])([CH3:4])([CH3:3])[CH3:2].[CH:39](=O)[CH3:40].C(O)(=O)C.C(O[BH-](OC(=O)C)OC(=O)C)(=O)C.[Na+]. Product: [C:1]([O:5][C:6]([NH:8][CH:9]1[CH2:10][CH2:11][CH:12]([N:15]([CH2:39][CH3:40])[C:16]2[CH:17]=[C:18]([CH:31]=[C:32]([C:35]([O:37][CH3:38])=[O:36])[C:33]=2[CH3:34])[O:19][CH:20]2[CH2:21][N:22]([C:24]([O:26][C:27]([CH3:29])([CH3:30])[CH3:28])=[O:25])[CH2:23]2)[CH2:13][CH2:14]1)=[O:7])([CH3:2])([CH3:3])[CH3:4]. The catalyst class is: 68.